This data is from Full USPTO retrosynthesis dataset with 1.9M reactions from patents (1976-2016). The task is: Predict the reactants needed to synthesize the given product. Given the product [ClH:23].[ClH:23].[CH3:1][N:2]1[CH:6]=[C:5]([C:7]2[CH:12]=[CH:11][CH:10]=[CH:9][CH:8]=2)[N:4]=[C:3]1[CH2:13][CH2:14][NH2:15], predict the reactants needed to synthesize it. The reactants are: [CH3:1][N:2]1[CH:6]=[C:5]([C:7]2[CH:12]=[CH:11][CH:10]=[CH:9][CH:8]=2)[N:4]=[C:3]1[CH2:13][CH2:14][NH:15]C(=O)OC(C)(C)C.[ClH:23].